Dataset: Forward reaction prediction with 1.9M reactions from USPTO patents (1976-2016). Task: Predict the product of the given reaction. (1) Given the reactants [O:1]=[C:2]([C:16]1[CH:21]=[CH:20][CH:19]=[CH:18][CH:17]=1)[C:3]([NH:5][C:6]1[CH:14]=[CH:13][CH:12]=[C:11]2[C:7]=1[CH2:8][O:9][C:10]2=[O:15])=[O:4].[H-].[Na+].Cl[CH2:25][C:26]1[CH:31]=[CH:30][C:29]([O:32][CH3:33])=[CH:28][CH:27]=1.Cl, predict the reaction product. The product is: [CH3:33][O:32][C:29]1[CH:30]=[CH:31][C:26]([CH2:25][N:5]([C:6]2[CH:14]=[CH:13][CH:12]=[C:11]3[C:7]=2[CH2:8][O:9][C:10]3=[O:15])[C:3](=[O:4])[C:2](=[O:1])[C:16]2[CH:21]=[CH:20][CH:19]=[CH:18][CH:17]=2)=[CH:27][CH:28]=1. (2) Given the reactants [NH2:1][CH2:2][C:3]1[CH:4]=[C:5]2[CH:12]=[C:11]([C:13]([NH:15][CH:16]([C:21]3[CH:26]=[CH:25][CH:24]=[C:23]([C:27]([F:30])([F:29])[F:28])[CH:22]=3)[C:17]([F:20])([F:19])[F:18])=[O:14])[N:10]([CH2:31][CH3:32])[C:6]2=[N:7][C:8]=1[CH3:9].[C:33](Cl)(=[O:35])[CH3:34].Cl, predict the reaction product. The product is: [C:33]([NH:1][CH2:2][C:3]1[CH:4]=[C:5]2[CH:12]=[C:11]([C:13]([NH:15][CH:16]([C:21]3[CH:26]=[CH:25][CH:24]=[C:23]([C:27]([F:30])([F:29])[F:28])[CH:22]=3)[C:17]([F:18])([F:19])[F:20])=[O:14])[N:10]([CH2:31][CH3:32])[C:6]2=[N:7][C:8]=1[CH3:9])(=[O:35])[CH3:34]. (3) Given the reactants [CH2:1]([N:5]1[C:9]2[N:10]=[C:11]([C:15]3[CH:20]=[CH:19][CH:18]=[CH:17][C:16]=3[F:21])[NH:12][C:13](=O)[C:8]=2[C:7]([CH3:22])=[N:6]1)[CH2:2][CH2:3][CH3:4].C(Cl)(Cl)[Cl:24], predict the reaction product. The product is: [CH2:1]([N:5]1[C:9]2=[N:10][C:11]([C:15]3[CH:20]=[CH:19][CH:18]=[CH:17][C:16]=3[F:21])=[N:12][C:13]([Cl:24])=[C:8]2[C:7]([CH3:22])=[N:6]1)[CH2:2][CH2:3][CH3:4]. (4) The product is: [CH2:20]([O:19][C:6]1[C:5]([C:3]([OH:4])=[O:2])=[CH:9][N:8]([CH2:10][C:11]2[CH:12]=[CH:13][C:14]([O:17][CH3:18])=[CH:15][CH:16]=2)[N:7]=1)[CH:21]=[CH2:22]. Given the reactants C[O:2][C:3]([C:5]1[C:6]([O:19][CH2:20][CH:21]=[CH2:22])=[N:7][N:8]([CH2:10][C:11]2[CH:16]=[CH:15][C:14]([O:17][CH3:18])=[CH:13][CH:12]=2)[CH:9]=1)=[O:4].[OH-].[Na+].Cl, predict the reaction product. (5) Given the reactants [C:1]([OH:11])(=O)/[CH:2]=[CH:3]/[C:4]1[CH:9]=[CH:8][CH:7]=[CH:6][CH:5]=1.ClN1C(OC)=NC(OC)=NC1.CN1CCOCC1.[CH2:30]([NH:34][C:35]([C@H:37]1[CH2:49][C:48]2[C:47]3[C:42](=[CH:43][CH:44]=[CH:45][CH:46]=3)[NH:41][C:40]=2[C@@H:39]([C:50]2[CH:58]=[CH:57][C:53]3[O:54][CH2:55][O:56][C:52]=3[CH:51]=2)[NH:38]1)=[O:36])[CH2:31][CH2:32][CH3:33], predict the reaction product. The product is: [CH2:30]([NH:34][C:35]([C@H:37]1[CH2:49][C:48]2[C:47]3[C:42](=[CH:43][CH:44]=[CH:45][CH:46]=3)[NH:41][C:40]=2[C@@H:39]([C:50]2[CH:58]=[CH:57][C:53]3[O:54][CH2:55][O:56][C:52]=3[CH:51]=2)[N:38]1[C:1](=[O:11])[CH:2]=[CH:3][C:4]1[CH:5]=[CH:6][CH:7]=[CH:8][CH:9]=1)=[O:36])[CH2:31][CH2:32][CH3:33]. (6) The product is: [C:1]([N:5]1[C:9](=[O:10])[C:8]([NH:11][CH2:12][CH2:13][CH2:14][O:15][C:16]2[CH:25]=[CH:24][C:19]([C:20]([OH:22])=[O:21])=[CH:18][CH:17]=2)=[C:7]([C:26]2[CH:31]=[CH:30][CH:29]=[CH:28][CH:27]=2)[S:6]1(=[O:32])=[O:33])([CH3:4])([CH3:2])[CH3:3]. Given the reactants [C:1]([N:5]1[C:9](=[O:10])[C:8]([NH:11][CH2:12][CH2:13][CH2:14][O:15][C:16]2[CH:25]=[CH:24][C:19]([C:20]([O:22]C)=[O:21])=[CH:18][CH:17]=2)=[C:7]([C:26]2[CH:31]=[CH:30][CH:29]=[CH:28][CH:27]=2)[S:6]1(=[O:33])=[O:32])([CH3:4])([CH3:3])[CH3:2].[Li+].[I-], predict the reaction product.